This data is from Forward reaction prediction with 1.9M reactions from USPTO patents (1976-2016). The task is: Predict the product of the given reaction. (1) Given the reactants [C:1]1([C:7]2[CH:8]=[CH:9][CH:10]=[C:11]3[C:16]=2[CH:15]=[C:14]([OH:17])[CH:13]=[CH:12]3)[CH:6]=[CH:5][CH:4]=[CH:3][CH:2]=1.CC(C)([O-])C.[Na+].C1C=CC(N([S:31]([C:34]([F:37])([F:36])[F:35])(=[O:33])=[O:32])[S:31]([C:34]([F:37])([F:36])[F:35])(=[O:33])=[O:32])=CC=1.O, predict the reaction product. The product is: [C:1]1([C:7]2[CH:8]=[CH:9][CH:10]=[C:11]3[C:16]=2[CH:15]=[C:14]([O:17][S:31]([C:34]([F:37])([F:36])[F:35])(=[O:33])=[O:32])[CH:13]=[CH:12]3)[CH:2]=[CH:3][CH:4]=[CH:5][CH:6]=1. (2) Given the reactants [CH2:1]([O:3][C:4]([C:6]1[CH:10]=[C:9]([CH3:11])[N:8]([CH2:12][C:13]2[CH:18]=[C:17]([Cl:19])[CH:16]=[CH:15][C:14]=2O)[N:7]=1)=[O:5])[CH3:2].[C:21](=[O:24])([O-])[O-].[K+].[K+].[I-].[K+].[Cl:29][C:30]1[CH:37]=[CH:36][C:33](CBr)=[CH:32][CH:31]=1, predict the reaction product. The product is: [CH2:1]([O:3][C:4]([C:6]1[CH:10]=[C:9]([CH3:11])[N:8]([CH:12]([O:24][CH2:21][C:33]2[CH:36]=[CH:37][C:30]([Cl:29])=[CH:31][CH:32]=2)[C:13]2[CH:18]=[C:17]([Cl:19])[CH:16]=[CH:15][CH:14]=2)[N:7]=1)=[O:5])[CH3:2]. (3) Given the reactants [NH2:1][C:2]1=[N:3][C:4](=[O:26])[NH:5]/[C:6]/1=[CH:7]\[C:8]1[CH:13]=[CH:12][C:11]([O:14]CC2C=CC(OC)=CC=2)=[C:10]([O:24][CH3:25])[CH:9]=1.FC(F)(F)C(O)=O.[OH-].[Na+], predict the reaction product. The product is: [NH2:1][C:2]1=[N:3][C:4](=[O:26])[NH:5]/[C:6]/1=[CH:7]\[C:8]1[CH:13]=[CH:12][C:11]([OH:14])=[C:10]([O:24][CH3:25])[CH:9]=1. (4) Given the reactants [C:1]([C:5]1[CH:10]=[CH:9][C:8]([S:11]([N:14]2[C:20]3[CH:21]=[C:22](I)[CH:23]=[CH:24][C:19]=3[NH:18][C:17]3[N:26]=[C:27]([C:30]([F:33])([F:32])[F:31])[CH:28]=[CH:29][C:16]=3[CH2:15]2)(=[O:13])=[O:12])=[CH:7][CH:6]=1)([CH3:4])([CH3:3])[CH3:2].[NH:34]1[CH:38]=[CH:37][N:36]=[N:35]1.CNCCNC.CC([O-])(C)C.[K+], predict the reaction product. The product is: [C:1]([C:5]1[CH:10]=[CH:9][C:8]([S:11]([N:14]2[C:20]3[CH:21]=[C:22]([N:35]4[N:36]=[CH:37][CH:38]=[N:34]4)[CH:23]=[CH:24][C:19]=3[NH:18][C:17]3[N:26]=[C:27]([C:30]([F:33])([F:32])[F:31])[CH:28]=[CH:29][C:16]=3[CH2:15]2)(=[O:13])=[O:12])=[CH:7][CH:6]=1)([CH3:4])([CH3:3])[CH3:2]. (5) Given the reactants [N:1]1([C:7]2[CH:12]=[CH:11][C:10]([OH:13])=[CH:9][CH:8]=2)[CH2:6][CH2:5][NH:4][CH2:3][CH2:2]1.[C:14]([OH:17])(=O)[CH3:15].Cl[C:19]1[N:20]=C(NC2C=C(C=CC=2)C(O)=O)C2[S:27][CH2:26][CH2:25][C:23]=2[N:24]=1, predict the reaction product. The product is: [OH:13][C:10]1[CH:9]=[CH:8][C:7]([N:1]2[CH2:2][CH2:3][N:4]([C:19]3[N:20]=[C:14]([OH:17])[C:15]4[S:27][CH2:26][CH2:25][C:23]=4[N:24]=3)[CH2:5][CH2:6]2)=[CH:12][CH:11]=1. (6) Given the reactants [CH3:1][CH:2]([CH3:33])[C:3]([NH:5][C:6]1[CH:11]=[CH:10][CH:9]=[C:8]([CH:12]2[CH2:17][CH2:16][N:15]([CH2:18][CH2:19][CH2:20][CH2:21][C:22]([C:24]3[CH:29]=[CH:28][C:27]([N+:30]([O-:32])=[O:31])=[CH:26][CH:25]=3)=O)[CH2:14][CH2:13]2)[CH:7]=1)=[O:4].[CH3:34][N:35]([C:37]1[CH:42]=[CH:41][CH:40]=[CH:39][CH:38]=1)N, predict the reaction product. The product is: [CH3:1][CH:2]([CH3:33])[C:3]([NH:5][C:6]1[CH:11]=[CH:10][CH:9]=[C:8]([CH:12]2[CH2:17][CH2:16][N:15]([CH2:18][CH2:19][CH2:20][C:21]3[C:42]4[C:37](=[CH:38][CH:39]=[CH:40][CH:41]=4)[N:35]([CH3:34])[C:22]=3[C:24]3[CH:29]=[CH:28][C:27]([N+:30]([O-:32])=[O:31])=[CH:26][CH:25]=3)[CH2:14][CH2:13]2)[CH:7]=1)=[O:4]. (7) Given the reactants Br[C:2]1[CH:11]=[C:10]2[C:5]([CH:6]=[CH:7][N:8]=[N:9]2)=[CH:4][CH:3]=1.[CH:12]1([N:15]2[CH2:20][C:19]3([CH2:25][CH2:24][N:23]([S:26]([C:29]4[CH:34]=[CH:33][C:32](B5OC(C)(C)C(C)(C)O5)=[CH:31][CH:30]=4)(=[O:28])=[O:27])[CH2:22][CH2:21]3)[O:18][CH2:17][C:16]2=[O:44])[CH2:14][CH2:13]1, predict the reaction product. The product is: [N:9]1[C:10]2[C:5](=[CH:4][CH:3]=[C:2]([C:32]3[CH:33]=[CH:34][C:29]([S:26]([N:23]4[CH2:24][CH2:25][C:19]5([O:18][CH2:17][C:16](=[O:44])[N:15]([CH:12]6[CH2:13][CH2:14]6)[CH2:20]5)[CH2:21][CH2:22]4)(=[O:28])=[O:27])=[CH:30][CH:31]=3)[CH:11]=2)[CH:6]=[CH:7][N:8]=1.